Task: Regression/Classification. Given a drug SMILES string, predict its toxicity properties. Task type varies by dataset: regression for continuous values (e.g., LD50, hERG inhibition percentage) or binary classification for toxic/non-toxic outcomes (e.g., AMES mutagenicity, cardiotoxicity, hepatotoxicity). Dataset: herg_karim.. Dataset: hERG potassium channel inhibition data for cardiac toxicity prediction from Karim et al. (1) The drug is CC(C)CN(CCc1ccc(Cl)c(Cl)c1)C[C@H](O)COc1ccc(NS(C)(=O)=O)cc1. The result is 1 (blocker). (2) The drug is CC(=O)N1CCC(n2ncc(Nc3ncc(Cl)c(-c4cnc5ccccn45)n3)c2C)CC1. The result is 0 (non-blocker). (3) The compound is Cc1c(-c2ccc(N3CCC(F)(F)C3)cc2)[nH]c2cc(F)cc(F)c2c1=O. The result is 0 (non-blocker). (4) The compound is Cc1noc(C)c1NC(=O)Nc1ccc2c(c1)C(=O)N(C(C)C)C[C@@H](C)[C@H](CN(C)S(=O)(=O)c1ccc(F)cc1)OCCCC[C@H](C)O2. The result is 0 (non-blocker). (5) The molecule is Cc1cccc(N2CCN(CCCCCCN3CCN(c4cccc(C)n4)CC3)CC2)c1. The result is 1 (blocker). (6) The molecule is Cc1cc(-n2cnnn2)cnc1CC(=O)N1CCN(CCc2ccc3c(c2C)COC3=O)CC1. The result is 0 (non-blocker). (7) The compound is O=C(N[C@H]1CCc2ccc(CCN3CCN(c4nsc5ccccc45)CC3)cc21)C(F)(F)F. The result is 1 (blocker).